This data is from HIV replication inhibition screening data with 41,000+ compounds from the AIDS Antiviral Screen. The task is: Binary Classification. Given a drug SMILES string, predict its activity (active/inactive) in a high-throughput screening assay against a specified biological target. (1) The molecule is Cc1ccc(S(=O)(=O)Nc2ccccc2-c2nc3ccc([N+](=O)[O-])cc3c(=O)o2)cc1. The result is 0 (inactive). (2) The compound is Cc1c(NC(=S)NN)c(=O)n(-c2ccccc2)n1C. The result is 0 (inactive). (3) The molecule is Cc1cc(C)c(C2=NOC3c4ccccc4OCC23)c(C)c1. The result is 0 (inactive). (4) The compound is COc1ccccc1-c1cc(=O)c2cc(C)c(C)c(C(=O)O)c2o1. The result is 0 (inactive). (5) The drug is CSc1ncc2c(C#N)c3n(C)c4ccccc4n3c(=O)c2n1. The result is 0 (inactive).